Predict which catalyst facilitates the given reaction. From a dataset of Catalyst prediction with 721,799 reactions and 888 catalyst types from USPTO. (1) Reactant: [CH3:1][C:2]1[CH:7]=[C:6]([N+:8]([O-])=O)[CH:5]=[CH:4][C:3]=1[N:11]1[CH2:16][CH2:15][N:14]([CH:17]([C:24]2[O:25][CH:26]=[CH:27][N:28]=2)[C:18]2[CH:23]=[CH:22][CH:21]=[CH:20][CH:19]=2)[CH2:13][CH2:12]1.[H][H]. Product: [CH3:1][C:2]1[CH:7]=[C:6]([NH2:8])[CH:5]=[CH:4][C:3]=1[N:11]1[CH2:12][CH2:13][N:14]([CH:17]([C:24]2[O:25][CH:26]=[CH:27][N:28]=2)[C:18]2[CH:19]=[CH:20][CH:21]=[CH:22][CH:23]=2)[CH2:15][CH2:16]1. The catalyst class is: 256. (2) Reactant: [NH2:1][C:2]1[CH:23]=[CH:22][C:5]([O:6][C:7]2[CH:8]=[CH:9][C:10]3[N:11]([CH:13]=[C:14]([NH:16][C:17]([CH:19]4[CH2:21][CH2:20]4)=[O:18])[N:15]=3)[CH:12]=2)=[C:4]([F:24])[CH:3]=1.[Cl:25][C:26]1[CH:31]=[C:30]([F:32])[CH:29]=[CH:28][C:27]=1[N:33]1[C:38]([CH3:39])=[CH:37][CH:36]=[C:35]([C:40](O)=[O:41])[C:34]1=[O:43].CN(C(ON1N=NC2C=CC=NC1=2)=[N+](C)C)C.F[P-](F)(F)(F)(F)F.C(N(CC)C(C)C)(C)C. Product: [Cl:25][C:26]1[CH:31]=[C:30]([F:32])[CH:29]=[CH:28][C:27]=1[N:33]1[C:38]([CH3:39])=[CH:37][CH:36]=[C:35]([C:40]([NH:1][C:2]2[CH:23]=[CH:22][C:5]([O:6][C:7]3[CH:8]=[CH:9][C:10]4[N:11]([CH:13]=[C:14]([NH:16][C:17]([CH:19]5[CH2:21][CH2:20]5)=[O:18])[N:15]=4)[CH:12]=3)=[C:4]([F:24])[CH:3]=2)=[O:41])[C:34]1=[O:43]. The catalyst class is: 9.